From a dataset of Full USPTO retrosynthesis dataset with 1.9M reactions from patents (1976-2016). Predict the reactants needed to synthesize the given product. (1) Given the product [OH:15][C:12]1[CH:13]=[C:14]2[C:9](=[C:10]([CH3:18])[C:11]=1[CH3:17])[NH:8][C:6](=[O:7])[CH2:5][C:1]12[CH2:4][CH2:3][CH2:2]1, predict the reactants needed to synthesize it. The reactants are: [C:1]1(=[CH:5][C:6]([NH:8][C:9]2[CH:14]=[CH:13][C:12]([O:15]C)=[C:11]([CH3:17])[C:10]=2[CH3:18])=[O:7])[CH2:4][CH2:3][CH2:2]1. (2) Given the product [Br:8][C:9]1[CH:14]=[C:13]([CH2:15][N:2]2[CH2:3][CH2:4][CH2:5][S:1]2(=[O:7])=[O:6])[CH:12]=[N:11][CH:10]=1, predict the reactants needed to synthesize it. The reactants are: [S:1]1(=[O:7])(=[O:6])[CH2:5][CH2:4][CH2:3][NH:2]1.[Br:8][C:9]1[CH:10]=[N:11][CH:12]=[C:13]([CH2:15]Cl)[CH:14]=1.[H-].[Na+].